This data is from Catalyst prediction with 721,799 reactions and 888 catalyst types from USPTO. The task is: Predict which catalyst facilitates the given reaction. Reactant: [CH2:1]1CN([P+](ON2N=NC3C=CC=CC2=3)(N2CCCC2)N2CCCC2)CC1.F[P-](F)(F)(F)(F)F.[CH2:34]([O:41][C:42]1[C:43]([C:58](O)=[O:59])=[N:44][CH:45]=[CH:46][C:47]=1[O:48][CH2:49][C:50]1[CH:55]=[CH:54][C:53]([O:56][CH3:57])=[CH:52][CH:51]=1)[C:35]1[CH:40]=[CH:39][CH:38]=[CH:37][CH:36]=1.[Si:61]([O:68][CH2:69][CH2:70][NH:71][CH2:72][C:73]1[CH:78]=[CH:77][C:76]([F:79])=[CH:75][CH:74]=1)([C:64]([CH3:67])([CH3:66])[CH3:65])([CH3:63])[CH3:62].CCN(CC)CC. Product: [CH2:34]([O:41][C:42]1[C:43]([C:58]([N:71]([CH2:70][CH2:69][O:68][Si:61]([C:64]([CH3:67])([CH3:66])[CH3:65])([CH3:63])[CH3:62])[CH2:72][C:73]2[CH:78]=[CH:77][C:76]([F:79])=[CH:75][CH:74]=2)=[O:59])=[N:44][CH:45]=[CH:46][C:47]=1[O:48][CH2:49][C:50]1[CH:55]=[CH:54][C:53]([O:56][CH2:57][CH3:1])=[CH:52][CH:51]=1)[C:35]1[CH:36]=[CH:37][CH:38]=[CH:39][CH:40]=1. The catalyst class is: 2.